This data is from Reaction yield outcomes from USPTO patents with 853,638 reactions. The task is: Predict the reaction yield, written as a fraction of the theoretical maximum amount of product (1.0 means a 100% yield; for example, 0.34 means a 34% yield). The reactants are C[O:2][C:3]1[CH:12]=[C:11]2[C:6]([C:7](=[O:24])[C:8]([C:14]3[CH:23]=[CH:22][C:17]([C:18]([O:20]C)=[O:19])=[CH:16][CH:15]=3)=[C:9]([CH3:13])[S:10]2)=[CH:5][CH:4]=1.C([O-])([O-])=O.[K+].[K+]. The catalyst is CC(C)=O. The product is [OH:2][C:3]1[CH:12]=[C:11]2[C:6]([C:7](=[O:24])[C:8]([C:14]3[CH:23]=[CH:22][C:17]([C:18]([OH:20])=[O:19])=[CH:16][CH:15]=3)=[C:9]([CH3:13])[S:10]2)=[CH:5][CH:4]=1. The yield is 0.700.